This data is from Forward reaction prediction with 1.9M reactions from USPTO patents (1976-2016). The task is: Predict the product of the given reaction. Given the reactants [CH3:1][S:2]([C:5]1[CH:10]=[CH:9][C:8]([C:11]2[CH:16]=[CH:15][N:14]3[C:17]([C:20]4[CH:27]=[CH:26][C:23]([CH2:24][NH2:25])=[CH:22][CH:21]=4)=[CH:18][N:19]=[C:13]3[CH:12]=2)=[CH:7][CH:6]=1)(=[O:4])=[O:3].ClC(Cl)(Cl)C[O:31][C:32](=O)[NH:33][C:34]1[N:35]([CH2:43][CH2:44][O:45][Si:46]([C:49]([CH3:52])([CH3:51])[CH3:50])([CH3:48])[CH3:47])[N:36]=[C:37]([C:39]([CH3:42])([CH3:41])[CH3:40])[CH:38]=1, predict the reaction product. The product is: [C:39]([C:37]1[CH:38]=[C:34]([NH:33][C:32]([NH:25][CH2:24][C:23]2[CH:26]=[CH:27][C:20]([C:17]3[N:14]4[CH:15]=[CH:16][C:11]([C:8]5[CH:7]=[CH:6][C:5]([S:2]([CH3:1])(=[O:3])=[O:4])=[CH:10][CH:9]=5)=[CH:12][C:13]4=[N:19][CH:18]=3)=[CH:21][CH:22]=2)=[O:31])[N:35]([CH2:43][CH2:44][O:45][Si:46]([C:49]([CH3:52])([CH3:51])[CH3:50])([CH3:48])[CH3:47])[N:36]=1)([CH3:42])([CH3:40])[CH3:41].